Dataset: NCI-60 drug combinations with 297,098 pairs across 59 cell lines. Task: Regression. Given two drug SMILES strings and cell line genomic features, predict the synergy score measuring deviation from expected non-interaction effect. (1) Drug 1: C1CCC(C1)C(CC#N)N2C=C(C=N2)C3=C4C=CNC4=NC=N3. Drug 2: C1=NC2=C(N1)C(=S)N=CN2. Cell line: HCT-15. Synergy scores: CSS=7.05, Synergy_ZIP=-3.96, Synergy_Bliss=-9.84, Synergy_Loewe=-26.1, Synergy_HSA=-11.0. (2) Drug 1: C1=CC(=CC=C1CC(C(=O)O)N)N(CCCl)CCCl.Cl. Drug 2: C1=NC2=C(N1)C(=S)N=C(N2)N. Cell line: A498. Synergy scores: CSS=25.7, Synergy_ZIP=-9.04, Synergy_Bliss=-7.09, Synergy_Loewe=-6.91, Synergy_HSA=-4.38.